From a dataset of Full USPTO retrosynthesis dataset with 1.9M reactions from patents (1976-2016). Predict the reactants needed to synthesize the given product. (1) Given the product [Cl:12][C:13]1[N:14]=[C:15]([NH:9][C@H:7]([C:6]2[CH:10]=[CH:11][C:3]([O:2][CH3:1])=[CH:4][CH:5]=2)[CH3:8])[CH:16]=[N:17][CH:18]=1, predict the reactants needed to synthesize it. The reactants are: [CH3:1][O:2][C:3]1[CH:11]=[CH:10][C:6]([CH:7]([NH2:9])[CH3:8])=[CH:5][CH:4]=1.[Cl:12][C:13]1[CH:18]=[N:17][CH:16]=[C:15](Cl)[N:14]=1. (2) Given the product [CH3:1][O:2][CH2:3][CH:4]([NH:16][C:17]([C:19]1[CH:24]=[CH:23][N:22]=[C:21]([C:25]2[NH:29][N:28]=[CH:27][CH:26]=2)[N:20]=1)=[O:18])[C:5]1[CH:6]=[CH:7][C:8]([O:11][C:12]([F:15])([F:14])[F:13])=[CH:9][CH:10]=1, predict the reactants needed to synthesize it. The reactants are: [CH3:1][O:2][CH2:3][CH:4]([NH:16][C:17]([C:19]1[CH:24]=[CH:23][N:22]=[C:21]([C:25]2[N:29](C3CCCCO3)[N:28]=[CH:27][CH:26]=2)[N:20]=1)=[O:18])[C:5]1[CH:10]=[CH:9][C:8]([O:11][C:12]([F:15])([F:14])[F:13])=[CH:7][CH:6]=1.Cl.CO. (3) The reactants are: [NH2:1][C:2]1[C:3]([C:10]([O:12]C)=[O:11])=[N:4][C:5]([CH3:9])=[C:6]([CH3:8])[N:7]=1.CO.O.[OH-].[Li+:18]. Given the product [NH2:1][C:2]1[C:3]([C:10]([O-:12])=[O:11])=[N:4][C:5]([CH3:9])=[C:6]([CH3:8])[N:7]=1.[Li+:18], predict the reactants needed to synthesize it. (4) Given the product [F:1][C:2]1[CH:3]=[CH:4][C:5]([N:8]2[CH:12]=[CH:11][C:10]([CH2:13][CH:14]([NH:16][C:23](=[O:24])[C:22]3[CH:26]=[C:18]([CH3:17])[CH:19]=[CH:20][C:21]=3[N:27]3[N:31]=[CH:30][CH:29]=[N:28]3)[CH3:15])=[N:9]2)=[N:6][CH:7]=1, predict the reactants needed to synthesize it. The reactants are: [F:1][C:2]1[CH:3]=[CH:4][C:5]([N:8]2[CH:12]=[CH:11][C:10]([CH2:13][CH:14]([NH2:16])[CH3:15])=[N:9]2)=[N:6][CH:7]=1.[CH3:17][C:18]1[CH:19]=[CH:20][C:21]([N:27]2[N:31]=[CH:30][CH:29]=[N:28]2)=[C:22]([CH:26]=1)[C:23](O)=[O:24]. (5) Given the product [ClH:29].[OH:1][NH:2][C:3](=[O:28])[C:4]1[CH:9]=[CH:8][C:7]([O:10][CH2:11][CH2:12][NH:13][C:14]([C:16]2[O:17][C:18]3[CH:27]=[CH:26][CH:25]=[CH:24][C:19]=3[C:20]=2[N:21]([CH3:23])[CH3:22])=[O:15])=[CH:6][CH:5]=1, predict the reactants needed to synthesize it. The reactants are: [OH:1][NH:2][C:3](=[O:28])[C:4]1[CH:9]=[CH:8][C:7]([O:10][CH2:11][CH2:12][NH:13][C:14]([C:16]2[O:17][C:18]3[CH:27]=[CH:26][CH:25]=[CH:24][C:19]=3[C:20]=2[N:21]([CH3:23])[CH3:22])=[O:15])=[CH:6][CH:5]=1.[ClH:29].O.